Regression. Given two drug SMILES strings and cell line genomic features, predict the synergy score measuring deviation from expected non-interaction effect. From a dataset of NCI-60 drug combinations with 297,098 pairs across 59 cell lines. (1) Drug 1: C1=C(C(=O)NC(=O)N1)N(CCCl)CCCl. Drug 2: C1CN(P(=O)(OC1)NCCCl)CCCl. Cell line: SR. Synergy scores: CSS=68.0, Synergy_ZIP=5.17, Synergy_Bliss=5.58, Synergy_Loewe=-21.4, Synergy_HSA=6.11. (2) Drug 1: C1CN1C2=NC(=NC(=N2)N3CC3)N4CC4. Drug 2: CC(CN1CC(=O)NC(=O)C1)N2CC(=O)NC(=O)C2. Cell line: SR. Synergy scores: CSS=72.8, Synergy_ZIP=-0.448, Synergy_Bliss=0.617, Synergy_Loewe=-5.68, Synergy_HSA=3.44. (3) Drug 1: CC1CCC2CC(C(=CC=CC=CC(CC(C(=O)C(C(C(=CC(C(=O)CC(OC(=O)C3CCCCN3C(=O)C(=O)C1(O2)O)C(C)CC4CCC(C(C4)OC)O)C)C)O)OC)C)C)C)OC. Drug 2: C1CNP(=O)(OC1)N(CCCl)CCCl. Cell line: UACC62. Synergy scores: CSS=11.7, Synergy_ZIP=-2.15, Synergy_Bliss=-1.10, Synergy_Loewe=-91.6, Synergy_HSA=-2.34. (4) Drug 1: C1=NC2=C(N=C(N=C2N1C3C(C(C(O3)CO)O)F)Cl)N. Drug 2: CNC(=O)C1=NC=CC(=C1)OC2=CC=C(C=C2)NC(=O)NC3=CC(=C(C=C3)Cl)C(F)(F)F. Cell line: BT-549. Synergy scores: CSS=13.2, Synergy_ZIP=-3.84, Synergy_Bliss=2.41, Synergy_Loewe=-78.2, Synergy_HSA=-0.935. (5) Drug 1: CS(=O)(=O)C1=CC(=C(C=C1)C(=O)NC2=CC(=C(C=C2)Cl)C3=CC=CC=N3)Cl. Drug 2: C1=CC(=CC=C1CCC2=CNC3=C2C(=O)NC(=N3)N)C(=O)NC(CCC(=O)O)C(=O)O. Cell line: SK-MEL-2. Synergy scores: CSS=16.5, Synergy_ZIP=-2.54, Synergy_Bliss=2.33, Synergy_Loewe=-38.2, Synergy_HSA=-2.19.